This data is from Reaction yield outcomes from USPTO patents with 853,638 reactions. The task is: Predict the reaction yield, written as a fraction of the theoretical maximum amount of product (1.0 means a 100% yield; for example, 0.34 means a 34% yield). (1) The reactants are [C:1]1([C:7](=[O:16])[CH:8]([C:10]2[CH:15]=[CH:14][CH:13]=[CH:12][N:11]=2)[CH3:9])[CH:6]=[CH:5][CH:4]=[CH:3][CH:2]=1.[H-].[Na+].[CH3:19]I. The catalyst is C1COCC1. The product is [CH3:9][C:8]([C:10]1[CH:15]=[CH:14][CH:13]=[CH:12][N:11]=1)([CH3:19])[C:7]([C:1]1[CH:2]=[CH:3][CH:4]=[CH:5][CH:6]=1)=[O:16]. The yield is 0.690. (2) The reactants are [Br:1][CH2:2][C:3](=O)[C@@H:4]([NH:15]C(=O)OC(C)(C)C)[CH2:5][C:6]1[CH:11]=[CH:10][C:9]([N+:12]([O-:14])=[O:13])=[CH:8][CH:7]=1.[S:24]1[CH:28]=[CH:27][CH:26]=[C:25]1[C:29](=[S:31])[NH2:30].C(OCC)C. The catalyst is CC#N. The product is [BrH:1].[N+:12]([C:9]1[CH:8]=[CH:7][C:6]([CH2:5][C@@H:4]([C:3]2[N:30]=[C:29]([C:25]3[S:24][CH:28]=[CH:27][CH:26]=3)[S:31][CH:2]=2)[NH2:15])=[CH:11][CH:10]=1)([O-:14])=[O:13]. The yield is 0.870. (3) The reactants are Br.C(OC([NH:12][C@H:13]([C:17]1[O:18][C:19]([C:26]2[C:34]3[C:29](=[C:30]([Br:35])[CH:31]=[CH:32][CH:33]=3)[NH:28][CH:27]=2)=[C:20]([C:22]([O:24][CH3:25])=[O:23])[N:21]=1)[CH:14]([CH3:16])[CH3:15])=O)C1C=CC=CC=1.CC(OC)(C)C. The catalyst is C(O)(=O)C. The product is [BrH:35].[NH2:12][C@H:13]([C:17]1[O:18][C:19]([C:26]2[C:34]3[C:29](=[C:30]([Br:35])[CH:31]=[CH:32][CH:33]=3)[NH:28][CH:27]=2)=[C:20]([C:22]([O:24][CH3:25])=[O:23])[N:21]=1)[CH:14]([CH3:16])[CH3:15]. The yield is 0.765. (4) The product is [I:1][C:2]1[CH:3]=[C:4]2[C:8](=[CH:9][CH:10]=1)[N:7]([CH:18]1[CH2:19][CH2:20][CH2:21][CH2:22][O:17]1)[N:6]=[C:5]2[C:11]([N:13]([O:15][CH3:16])[CH3:14])=[O:12]. The yield is 0.920. The reactants are [I:1][C:2]1[CH:3]=[C:4]2[C:8](=[CH:9][CH:10]=1)[NH:7][N:6]=[C:5]2[C:11]([N:13]([O:15][CH3:16])[CH3:14])=[O:12].[O:17]1[CH:22]=[CH:21][CH2:20][CH2:19][CH2:18]1.C([O-])(O)=O.[Na+]. The catalyst is C(Cl)Cl.CC1C=CC(S([O-])(=O)=O)=CC=1.C1C=C[NH+]=CC=1. (5) No catalyst specified. The reactants are [N:1]1([C:7]2[N:12]=[C:11]([N:13]3[CH:18]4[CH2:19][CH2:20][CH:14]3[CH2:15][O:16][CH2:17]4)[N:10]=[C:9]([C:21]3[CH:27]=[CH:26][C:24]([NH2:25])=[CH:23][CH:22]=3)[N:8]=2)[CH2:6][CH2:5][O:4][CH2:3][CH2:2]1.ClC(Cl)(O[C:32](=[O:38])OC(Cl)(Cl)Cl)Cl.[CH:40]([NH2:43])([CH3:42])[CH3:41]. The product is [CH:40]([NH:43][C:32]([NH:25][C:24]1[CH:26]=[CH:27][C:21]([C:9]2[N:8]=[C:7]([N:1]3[CH2:2][CH2:3][O:4][CH2:5][CH2:6]3)[N:12]=[C:11]([N:13]3[CH:14]4[CH2:20][CH2:19][CH:18]3[CH2:17][O:16][CH2:15]4)[N:10]=2)=[CH:22][CH:23]=1)=[O:38])([CH3:42])[CH3:41]. The yield is 0.500. (6) The reactants are [Br:1][C:2]1[CH:3]=[CH:4][C:5]2[N:6]([C:8](Cl)=[N:9][N:10]=2)[CH:7]=1.[CH2:12]([NH2:19])[C:13]1[CH:18]=[CH:17][CH:16]=[CH:15][CH:14]=1. The catalyst is O. The product is [CH2:12]([NH:19][C:8]1[N:6]2[CH:7]=[C:2]([Br:1])[CH:3]=[CH:4][C:5]2=[N:10][N:9]=1)[C:13]1[CH:18]=[CH:17][CH:16]=[CH:15][CH:14]=1. The yield is 0.290. (7) The yield is 0.890. The reactants are [CH3:1][S-:2].[Na+].[Br:4][C:5]1[CH:6]=[N:7][CH:8]=[C:9](Br)[CH:10]=1. The product is [Br:4][C:5]1[CH:6]=[N:7][CH:8]=[C:9]([S:2][CH3:1])[CH:10]=1. The catalyst is CN(C=O)C.C(OCC)(=O)C. (8) The reactants are [Br:1][C:2]1[CH:3]=[C:4]([C:9]#[C:10][CH:11]2[CH2:16][CH2:15][CH2:14][CH2:13][CH2:12]2)[C:5]([NH2:8])=[N:6][CH:7]=1.CC(C)([O-])C.[K+]. The catalyst is CN1C(=O)CCC1.[Cl-].[NH4+]. The product is [Br:1][C:2]1[CH:3]=[C:4]2[CH:9]=[C:10]([CH:11]3[CH2:16][CH2:15][CH2:14][CH2:13][CH2:12]3)[NH:8][C:5]2=[N:6][CH:7]=1. The yield is 0.680.